Predict the product of the given reaction. From a dataset of Forward reaction prediction with 1.9M reactions from USPTO patents (1976-2016). (1) Given the reactants [F:1][C:2]1[CH:3]=[CH:4][CH:5]=[C:6]2[C:10]=1[N:9]([C@@H:11]([C:16]1[CH:21]=[CH:20][CH:19]=[C:18]([Cl:22])[CH:17]=1)[C@H:12]([OH:15])[CH2:13]O)[C:8](=[O:23])[C:7]2([CH3:25])[CH3:24].C1(C)C(S(Cl)(=O)=O)=CC=CC=1.[N:37]1C=CC=C[CH:38]=1, predict the reaction product. The product is: [Cl:22][C:18]1[CH:17]=[C:16]([C@H:11]([N:9]2[C:10]3[C:6](=[CH:5][CH:4]=[CH:3][C:2]=3[F:1])[C:7]([CH3:25])([CH3:24])[C:8]2=[O:23])[C@H:12]([OH:15])[CH2:13][NH:37][CH3:38])[CH:21]=[CH:20][CH:19]=1. (2) Given the reactants [CH3:1][O:2][C:3](=[O:20])[C:4]1[CH:9]=[CH:8][C:7](Cl)=[N:6][C:5]=1[NH:11][C:12]1[CH:17]=[CH:16][C:15]([Br:18])=[CH:14][C:13]=1[F:19].[CH3:21][O-:22].[Na+].CO, predict the reaction product. The product is: [CH3:1][O:2][C:3](=[O:20])[C:4]1[CH:9]=[CH:8][C:7]([O:22][CH3:21])=[N:6][C:5]=1[NH:11][C:12]1[CH:17]=[CH:16][C:15]([Br:18])=[CH:14][C:13]=1[F:19].